Dataset: NCI-60 drug combinations with 297,098 pairs across 59 cell lines. Task: Regression. Given two drug SMILES strings and cell line genomic features, predict the synergy score measuring deviation from expected non-interaction effect. (1) Drug 1: C1=CC(=C2C(=C1NCCNCCO)C(=O)C3=C(C=CC(=C3C2=O)O)O)NCCNCCO. Drug 2: C1C(C(OC1N2C=C(C(=O)NC2=O)F)CO)O. Cell line: HS 578T. Synergy scores: CSS=46.0, Synergy_ZIP=-2.44, Synergy_Bliss=-2.82, Synergy_Loewe=0.196, Synergy_HSA=7.03. (2) Drug 1: CC12CCC(CC1=CCC3C2CCC4(C3CC=C4C5=CN=CC=C5)C)O. Drug 2: CS(=O)(=O)OCCCCOS(=O)(=O)C. Cell line: NCIH23. Synergy scores: CSS=6.54, Synergy_ZIP=-3.21, Synergy_Bliss=-2.89, Synergy_Loewe=-4.59, Synergy_HSA=-3.43. (3) Drug 1: C1=NC2=C(N=C(N=C2N1C3C(C(C(O3)CO)O)O)F)N. Drug 2: CS(=O)(=O)CCNCC1=CC=C(O1)C2=CC3=C(C=C2)N=CN=C3NC4=CC(=C(C=C4)OCC5=CC(=CC=C5)F)Cl. Cell line: CCRF-CEM. Synergy scores: CSS=42.2, Synergy_ZIP=2.32, Synergy_Bliss=4.30, Synergy_Loewe=-12.5, Synergy_HSA=1.44. (4) Drug 1: C1CN(CCN1C(=O)CCBr)C(=O)CCBr. Drug 2: C1C(C(OC1N2C=NC3=C2NC=NCC3O)CO)O. Cell line: MOLT-4. Synergy scores: CSS=74.0, Synergy_ZIP=-2.83, Synergy_Bliss=-1.67, Synergy_Loewe=-1.16, Synergy_HSA=1.13. (5) Drug 1: C1CC(C1)(C(=O)O)C(=O)O.[NH2-].[NH2-].[Pt+2]. Drug 2: CCC1(C2=C(COC1=O)C(=O)N3CC4=CC5=C(C=CC(=C5CN(C)C)O)N=C4C3=C2)O.Cl. Cell line: OVCAR-5. Synergy scores: CSS=11.7, Synergy_ZIP=-7.90, Synergy_Bliss=-2.83, Synergy_Loewe=-1.82, Synergy_HSA=-0.755.